This data is from Reaction yield outcomes from USPTO patents with 853,638 reactions. The task is: Predict the reaction yield, written as a fraction of the theoretical maximum amount of product (1.0 means a 100% yield; for example, 0.34 means a 34% yield). (1) The reactants are [O:1]1[CH2:5][CH2:4][C@@H:3]([OH:6])[CH2:2]1.C(N(CC)CC)C.[CH3:14][S:15](Cl)(=[O:17])=[O:16].O. The catalyst is C(Cl)Cl. The product is [CH3:14][S:15]([O:6][C@@H:3]1[CH2:4][CH2:5][O:1][CH2:2]1)(=[O:17])=[O:16]. The yield is 0.470. (2) The reactants are C1(S([N:10]2[C:18]3[C:13](=[CH:14][C:15]([CH2:19][CH3:20])=[CH:16][CH:17]=3)[CH2:12][CH2:11]2)(=O)=O)C=CC=CC=1.[OH-].[Na+]. The catalyst is Br. The product is [CH2:19]([C:15]1[CH:14]=[C:13]2[C:18](=[CH:17][CH:16]=1)[NH:10][CH2:11][CH2:12]2)[CH3:20]. The yield is 0.320. (3) The reactants are [O:1]=[O+][O-].[CH3:4][C:5]1([CH3:21])[CH2:10][C:9]([C:14]2[CH:19]=[CH:18][C:17]([CH3:20])=[CH:16][CH:15]=2)([CH2:11][CH:12]=C)[CH2:8][CH2:7][O:6]1.C1(P(C2C=CC=CC=2)C2C=CC=CC=2)C=CC=CC=1. The catalyst is C(Cl)Cl. The product is [CH3:4][C:5]1([CH3:21])[CH2:10][C:9]([CH2:11][CH:12]=[O:1])([C:14]2[CH:19]=[CH:18][C:17]([CH3:20])=[CH:16][CH:15]=2)[CH2:8][CH2:7][O:6]1. The yield is 0.520. (4) The reactants are [C:1]([C:9]1[CH:18]=[CH:17][C:16]2[NH:15][C:14]3[CH:19]=[N:20][N:21]([CH3:22])[C:13]=3[C:12](=[O:23])[C:11]=2[CH:10]=1)(=[O:8])[C:2]1[CH:7]=[CH:6][CH:5]=[CH:4][CH:3]=1. The catalyst is P(Cl)(Cl)(Cl)=O. The product is [OH:8][CH:1]([C:2]1[CH:3]=[CH:4][CH:5]=[CH:6][CH:7]=1)[C:9]1[CH:18]=[CH:17][C:16]2[NH:15][C:14]3[CH:19]=[N:20][N:21]([CH3:22])[C:13]=3[C:12](=[O:23])[C:11]=2[CH:10]=1. The yield is 0.690. (5) The reactants are C[O:2][C:3](=[O:25])[CH:4]([C:11]1[CH:16]=[CH:15][C:14]([S:17]([CH3:20])(=[O:19])=[O:18])=[C:13]([S:21]([CH3:24])(=[O:23])=[O:22])[CH:12]=1)[CH2:5][CH:6]1[CH2:10][CH2:9][CH2:8][CH2:7]1.[OH-].[Li+]. The catalyst is O1CCCC1. The product is [CH3:24][S:21]([C:13]1[CH:12]=[C:11]([CH:4]([CH2:5][CH:6]2[CH2:7][CH2:8][CH2:9][CH2:10]2)[C:3]([OH:25])=[O:2])[CH:16]=[CH:15][C:14]=1[S:17]([CH3:20])(=[O:19])=[O:18])(=[O:23])=[O:22]. The yield is 0.980. (6) The reactants are [CH2:1]([NH:3][C:4]([C:6]1[C:10](I)=[C:9]([C:12]2[CH:17]=[C:16]([Cl:18])[C:15]([O:19][CH2:20][C:21]3[CH:26]=[CH:25][CH:24]=[CH:23][CH:22]=3)=[CH:14][C:13]=2[O:27][CH2:28][C:29]2[CH:34]=[CH:33][CH:32]=[CH:31][CH:30]=2)[O:8][N:7]=1)=[O:5])[CH3:2].[C:35]([O-:38])(O)=O.[Na+].CN(C=O)C. The catalyst is CCOC(C)=O.Cl[Pd](Cl)([P](C1C=CC=CC=1)(C1C=CC=CC=1)C1C=CC=CC=1)[P](C1C=CC=CC=1)(C1C=CC=CC=1)C1C=CC=CC=1. The product is [CH2:1]([NH:3][C:4]([C:6]1[C:10]([C:12]2[CH:17]=[CH:16][C:15]([CH:35]=[O:38])=[CH:14][CH:13]=2)=[C:9]([C:12]2[CH:17]=[C:16]([Cl:18])[C:15]([O:19][CH2:20][C:21]3[CH:26]=[CH:25][CH:24]=[CH:23][CH:22]=3)=[CH:14][C:13]=2[O:27][CH2:28][C:29]2[CH:34]=[CH:33][CH:32]=[CH:31][CH:30]=2)[O:8][N:7]=1)=[O:5])[CH3:2]. The yield is 0.820.